This data is from Peptide-MHC class I binding affinity with 185,985 pairs from IEDB/IMGT. The task is: Regression. Given a peptide amino acid sequence and an MHC pseudo amino acid sequence, predict their binding affinity value. This is MHC class I binding data. (1) The peptide sequence is NVFKAMETF. The MHC is HLA-B15:01 with pseudo-sequence HLA-B15:01. The binding affinity (normalized) is 0.711. (2) The peptide sequence is LSPRPISYL. The MHC is Patr-B0101 with pseudo-sequence Patr-B0101. The binding affinity (normalized) is 0.653. (3) The peptide sequence is FDWILGWTI. The MHC is HLA-B40:01 with pseudo-sequence HLA-B40:01. The binding affinity (normalized) is 0.0969. (4) The binding affinity (normalized) is 0.153. The MHC is HLA-A02:01 with pseudo-sequence HLA-A02:01. The peptide sequence is FLLIHQGMH.